From a dataset of Catalyst prediction with 721,799 reactions and 888 catalyst types from USPTO. Predict which catalyst facilitates the given reaction. (1) Reactant: [F:1][C:2]1[CH:10]=[CH:9][CH:8]=[C:7]2[C:3]=1[CH2:4][N:5]([C:11]([O:13][C@@H:14]1[CH2:18][C@@H:17]([C:19](=[O:49])[NH:20][C@:21]3([C:26](=[O:48])[NH:27][S:28]([N:31]([CH2:33][CH2:34][CH2:35][CH2:36][CH2:37][CH2:38][CH2:39][CH2:40][CH2:41][CH2:42][CH2:43][C:44]([O:46]C)=[O:45])[CH3:32])(=[O:30])=[O:29])[CH2:23][C@H:22]3[CH:24]=[CH2:25])[N:16]([C:50]([O:52][C:53]([CH3:56])([CH3:55])[CH3:54])=[O:51])[CH2:15]1)=[O:12])[CH2:6]2.O.[OH-].[Li+]. Product: [C:53]([O:52][C:50]([N:16]1[CH2:15][C@H:14]([O:13][C:11]([N:5]2[CH2:4][C:3]3[C:7](=[CH:8][CH:9]=[CH:10][C:2]=3[F:1])[CH2:6]2)=[O:12])[CH2:18][C@H:17]1[C:19]([NH:20][C@:21]1([C:26]([NH:27][S:28]([N:31]([CH3:32])[CH2:33][CH2:34][CH2:35][CH2:36][CH2:37][CH2:38][CH2:39][CH2:40][CH2:41][CH2:42][CH2:43][C:44]([OH:46])=[O:45])(=[O:29])=[O:30])=[O:48])[CH2:23][C@H:22]1[CH:24]=[CH2:25])=[O:49])=[O:51])([CH3:54])([CH3:55])[CH3:56]. The catalyst class is: 87. (2) Reactant: C([N:8]1[CH2:13][CH2:12][O:11][CH:10]([C:14]2[C:18]([CH3:19])=[C:17]([C:20]3[CH:25]=[CH:24][C:23]([Cl:26])=[CH:22][CH:21]=3)[N:16]([C:27]3[CH:32]=[CH:31][CH:30]=[CH:29][C:28]=3[Cl:33])[N:15]=2)[CH2:9]1)C1C=CC=CC=1.ClC(OC(Cl)C)=O.CN(C)C1C2C(=CC=CC=2N(C)C)C=CC=1. Product: [ClH:26].[Cl:33][C:28]1[CH:29]=[CH:30][CH:31]=[CH:32][C:27]=1[N:16]1[C:17]([C:20]2[CH:21]=[CH:22][C:23]([Cl:26])=[CH:24][CH:25]=2)=[C:18]([CH3:19])[C:14]([CH:10]2[O:11][CH2:12][CH2:13][NH:8][CH2:9]2)=[N:15]1. The catalyst class is: 26. (3) Reactant: [Si:1]([O:8][CH2:9][C:10]1[CH:15]=[C:14]([C:16]([F:19])([F:18])[F:17])[CH:13]=[CH:12][C:11]=1[C:20]([CH:22]1[CH2:26][CH2:25][CH2:24][CH2:23]1)=[O:21])([C:4]([CH3:7])([CH3:6])[CH3:5])([CH3:3])[CH3:2].[BH4-].[Na+]. Product: [Si:1]([O:8][CH2:9][C:10]1[CH:15]=[C:14]([C:16]([F:18])([F:19])[F:17])[CH:13]=[CH:12][C:11]=1[CH:20]([CH:22]1[CH2:23][CH2:24][CH2:25][CH2:26]1)[OH:21])([C:4]([CH3:7])([CH3:6])[CH3:5])([CH3:3])[CH3:2]. The catalyst class is: 5. (4) Reactant: C[O:2][CH:3](OC)[C:4]1[CH:5]=[C:6]([CH:28]=[CH:29][C:30]=1[B:31]1[O:35]C(C)(C)C(C)(C)[O:32]1)[C:7]([NH:9][N:10]([C:18](=[O:27])[C:19]1[CH:24]=[C:23]([CH3:25])[CH:22]=[C:21]([CH3:26])[CH:20]=1)[C@H:11]([CH2:16][CH3:17])[C:12]([CH3:15])([CH3:14])[CH3:13])=[O:8].C1(C)C(S([O-])(=O)=O)=CC=CC=1.[NH+]1C=CC=CC=1. Product: [CH3:25][C:23]1[CH:24]=[C:19]([CH:20]=[C:21]([CH3:26])[CH:22]=1)[C:18]([N:10]([C@H:11]([CH2:16][CH3:17])[C:12]([CH3:15])([CH3:13])[CH3:14])[NH:9][C:7]([C:6]1[CH:28]=[CH:29][C:30]([B:31]([OH:35])[OH:32])=[C:4]([CH:3]=[O:2])[CH:5]=1)=[O:8])=[O:27]. The catalyst class is: 21. (5) Reactant: [Cl:1][C:2]1[CH:3]=[C:4]2[CH:10]=[C:9]([C:11]([C:13]3[CH:18]=[CH:17][CH:16]=[CH:15][CH:14]=3)=O)[NH:8][C:5]2=[CH:6][N:7]=1.[C:19]([NH:22][NH2:23])([NH2:21])=[NH:20].[ClH:24].Cl. Product: [ClH:1].[ClH:24].[Cl:1][C:2]1[CH:3]=[C:4]2[CH:10]=[C:9]([C:11](=[N:23][NH:22][C:19]([NH2:21])=[NH:20])[C:13]3[CH:18]=[CH:17][CH:16]=[CH:15][CH:14]=3)[NH:8][C:5]2=[CH:6][N:7]=1. The catalyst class is: 8. (6) Reactant: [CH3:1][C:2]1[C:3]([CH2:9][O:10][CH3:11])=[C:4]([NH2:8])[CH:5]=[CH:6][CH:7]=1.Cl[C:13](Cl)([O:15]C(=O)OC(Cl)(Cl)Cl)Cl.C(=O)(O)[O-].[Na+]. Product: [CH3:1][C:2]1[C:3]([CH2:9][O:10][CH3:11])=[C:4]([N:8]=[C:13]=[O:15])[CH:5]=[CH:6][CH:7]=1. The catalyst class is: 13. (7) Reactant: [F:1][C:2]1[CH:20]=[C:19]([F:21])[CH:18]=[CH:17][C:3]=1[O:4][C:5]1[N:10]=[CH:9][C:8]2[CH:11]=[N:12][N:13](C(=O)C)[C:7]=2[CH:6]=1.C([O-])(O)=O.[Na+]. Product: [F:1][C:2]1[CH:20]=[C:19]([F:21])[CH:18]=[CH:17][C:3]=1[O:4][C:5]1[N:10]=[CH:9][C:8]2[CH:11]=[N:12][NH:13][C:7]=2[CH:6]=1. The catalyst class is: 33. (8) Reactant: Br[C:2]1[CH:7]=[CH:6][C:5](/[CH:8]=[CH:9]/[S:10]([O:13]CC)(=[O:12])=[O:11])=[CH:4][CH:3]=1.[O:16]1[C:20]2[CH:21]=[CH:22][CH:23]=[CH:24][C:19]=2[CH:18]=[C:17]1B(O)O.C(=O)([O-])[O-].[Na+].[Na+].O. Product: [O:16]1[C:17]2=[CH:18][CH:19]=[CH:24][C:23]2=[CH:22][CH:21]=[C:20]1[C:4]1[CH:3]=[CH:2][CH:7]=[CH:6][C:5]=1/[CH:8]=[CH:9]/[S:10]([OH:13])(=[O:11])=[O:12]. The catalyst class is: 128. (9) Reactant: [NH2:1][C:2]1[CH:10]=[CH:9][C:8]([Cl:11])=[CH:7][C:3]=1[C:4](O)=[O:5].Cl.[CH3:13][NH:14][O:15][CH3:16].C1C=CC2N(O)N=NC=2C=1.CCN=C=NCCCN(C)C. Product: [NH2:1][C:2]1[CH:10]=[CH:9][C:8]([Cl:11])=[CH:7][C:3]=1[C:4]([N:14]([O:15][CH3:16])[CH3:13])=[O:5]. The catalyst class is: 34. (10) Reactant: [C:1]([C:3]1[C:8]([CH:9]=[C:10]([CH3:12])[CH3:11])=[CH:7][CH:6]=[CH:5][C:4]=1[NH:13][C:14]([NH:16]C(=O)C1C=CC=CC=1)=[O:15])#[N:2].[OH-].[Na+].CC(O)=O. Product: [NH2:2][C:1]1[C:3]2[C:4](=[CH:5][CH:6]=[CH:7][C:8]=2[CH:9]=[C:10]([CH3:12])[CH3:11])[NH:13][C:14](=[O:15])[N:16]=1. The catalyst class is: 14.